This data is from Full USPTO retrosynthesis dataset with 1.9M reactions from patents (1976-2016). The task is: Predict the reactants needed to synthesize the given product. (1) Given the product [CH3:2][CH:1]1[C@H:4]([NH:19][C:20](=[O:26])[O:21][C:22]([CH3:25])([CH3:24])[CH3:23])[CH2:5][CH2:6][CH2:7][NH:8]1, predict the reactants needed to synthesize it. The reactants are: [C:1]([C@@H:4]([NH:19][C:20](=[O:26])[O:21][C:22]([CH3:25])([CH3:24])[CH3:23])[CH2:5][CH2:6][CH2:7][NH:8]C(OCC1C=CC=CC=1)=O)(=O)[CH3:2]. (2) Given the product [Br:1][C:2]1[CH:3]=[C:4]2[C:9](=[N:10][C:11]=1[N:12]1[CH2:16][CH2:15][CH2:14][CH2:13]1)[NH:8][CH:7]=[C:6]([C:21]([OH:23])=[O:22])[C:5]2=[O:26], predict the reactants needed to synthesize it. The reactants are: [Br:1][C:2]1[CH:3]=[C:4]2[C:9](=[N:10][C:11]=1[N:12]1[CH2:16][CH2:15][CH2:14][CH2:13]1)[N:8](C(C)(C)C)[CH:7]=[C:6]([C:21]([O:23]CC)=[O:22])[C:5]2=[O:26].Cl.C(O)C.